Predict the product of the given reaction. From a dataset of Forward reaction prediction with 1.9M reactions from USPTO patents (1976-2016). (1) Given the reactants [F:1][C:2]1[CH:7]=[CH:6][C:5]([CH2:8][N:9]([CH3:25])[CH2:10][CH2:11][C:12]2[CH:13]=[N:14][N:15]([C:17]3[CH:22]=C(C#N)[CH:20]=[CH:19][N:18]=3)[CH:16]=2)=[CH:4][CH:3]=1.[OH-:26].[Na+].[CH2:28]([OH:30])[CH3:29], predict the reaction product. The product is: [F:1][C:2]1[CH:7]=[CH:6][C:5]([CH2:8][N:9]([CH3:25])[CH2:10][CH2:11][C:12]2[CH:13]=[N:14][N:15]([C:17]3[CH:22]=[C:29]([C:28]([OH:26])=[O:30])[CH:20]=[CH:19][N:18]=3)[CH:16]=2)=[CH:4][CH:3]=1. (2) Given the reactants [Br:1][C:2]1[CH:7]=[CH:6][C:5]([CH2:8][CH2:9][CH:10]=O)=[CH:4][CH:3]=1.[NH:12]1[CH2:16][CH2:15][CH2:14][CH2:13]1.C(O)(=O)C.[BH3-]C#N.[Na+], predict the reaction product. The product is: [Br:1][C:2]1[CH:7]=[CH:6][C:5]([CH2:8][CH2:9][CH2:10][N:12]2[CH2:16][CH2:15][CH2:14][CH2:13]2)=[CH:4][CH:3]=1. (3) Given the reactants [CH3:1][O:2][C:3]1[CH:10]=[CH:9][CH:8]=[C:7]([O:11][CH3:12])[C:4]=1[CH:5]=O.[NH2:13][CH:14]([CH:18]([CH3:20])[CH3:19])[CH:15]([CH3:17])[CH3:16].C1(C)C=CC(S(O)(=O)=O)=CC=1, predict the reaction product. The product is: [CH3:1][O:2][C:3]1[CH:10]=[CH:9][CH:8]=[C:7]([O:11][CH3:12])[C:4]=1/[CH:5]=[N:13]/[CH:14]([CH:18]([CH3:20])[CH3:19])[CH:15]([CH3:17])[CH3:16]. (4) Given the reactants [CH3:1][C:2]1[C:3]([C:16]([C:18]2[CH:23]=[CH:22][C:21]([CH2:24]O)=[CH:20][CH:19]=2)=[CH2:17])=[CH:4][C:5]2[C:6]([CH3:15])([CH3:14])[CH2:7][CH2:8][C:9]([CH3:13])([CH3:12])[C:10]=2[CH:11]=1.CS(Cl)(=O)=O.[S:31]1[CH2:35][C:34](=[O:36])[NH:33][C:32]1=[O:37].[H-].[Na+], predict the reaction product. The product is: [CH3:1][C:2]1[C:3]([C:16]([C:18]2[CH:19]=[CH:20][C:21]([CH2:24][N:33]3[C:34](=[O:36])[CH2:35][S:31][C:32]3=[O:37])=[CH:22][CH:23]=2)=[CH2:17])=[CH:4][C:5]2[C:6]([CH3:14])([CH3:15])[CH2:7][CH2:8][C:9]([CH3:12])([CH3:13])[C:10]=2[CH:11]=1. (5) Given the reactants C1([NH:7][C:8]([NH2:12])=[N:9][C:10]#[N:11])C=CC=CC=1.[CH3:13][C:14]([NH2:17])([CH3:16])[CH3:15].O.Cl, predict the reaction product. The product is: [C:14](/[N:17]=[C:10](\[NH2:11])/[N:9]=[C:8]([NH2:12])[NH2:7])([CH3:16])([CH3:15])[CH3:13]. (6) Given the reactants [CH2:1]([O:8][CH2:9][O:10][CH2:11][CH2:12][C@H:13]([O:18][Si:19]([C:22]([CH3:25])([CH3:24])[CH3:23])([CH3:21])[CH3:20])[C:14]([O:16]C)=[O:15])[C:2]1[CH:7]=[CH:6][CH:5]=[CH:4][CH:3]=1.[OH-].[Na+], predict the reaction product. The product is: [CH2:1]([O:8][CH2:9][O:10][CH2:11][CH2:12][C@H:13]([O:18][Si:19]([C:22]([CH3:25])([CH3:24])[CH3:23])([CH3:21])[CH3:20])[C:14]([OH:16])=[O:15])[C:2]1[CH:3]=[CH:4][CH:5]=[CH:6][CH:7]=1. (7) Given the reactants [OH:1][NH2:2].C([O:5][C:6](=O)[CH2:7][CH2:8][CH2:9][CH2:10][CH2:11][CH2:12][N:13]([C:20]1[CH:25]=[C:24]([O:26][CH:27]([CH3:29])[CH3:28])[CH:23]=[CH:22][N:21]=1)[C:14]1[CH:19]=[CH:18][CH:17]=[CH:16][N:15]=1)C, predict the reaction product. The product is: [OH:1][NH:2][C:6](=[O:5])[CH2:7][CH2:8][CH2:9][CH2:10][CH2:11][CH2:12][N:13]([C:20]1[CH:25]=[C:24]([O:26][CH:27]([CH3:29])[CH3:28])[CH:23]=[CH:22][N:21]=1)[C:14]1[CH:19]=[CH:18][CH:17]=[CH:16][N:15]=1.